Predict the product of the given reaction. From a dataset of Forward reaction prediction with 1.9M reactions from USPTO patents (1976-2016). Given the reactants [F:1][C:2]([F:32])([F:31])[C:3]1[CH:8]=[CH:7][C:6]([CH:9]2[CH2:14][N:13]([C:15](OC3C=CC([N+]([O-])=O)=CC=3)=[O:16])[CH2:12][CH:11]([C:27]([O:29][CH3:30])=[O:28])[CH2:10]2)=[CH:5][CH:4]=1.[CH3:33][N:34]1[CH2:39][CH2:38][NH:37][CH2:36][C:35]1=[O:40], predict the reaction product. The product is: [CH3:33][N:34]1[CH2:39][CH2:38][N:37]([C:15]([N:13]2[CH2:14][CH:9]([C:6]3[CH:7]=[CH:8][C:3]([C:2]([F:31])([F:1])[F:32])=[CH:4][CH:5]=3)[CH2:10][CH:11]([C:27]([O:29][CH3:30])=[O:28])[CH2:12]2)=[O:16])[CH2:36][C:35]1=[O:40].